Dataset: Forward reaction prediction with 1.9M reactions from USPTO patents (1976-2016). Task: Predict the product of the given reaction. (1) Given the reactants [H-].[Na+].[OH:3][CH2:4][C:5]1[CH:6]=[CH:7][C:8]([O:13][C:14]2[CH:19]=[CH:18][N:17]=[C:16]([C:20]([F:23])([F:22])[F:21])[CH:15]=2)=[C:9]([CH:12]=1)[C:10]#[N:11].Cl[C:25]1[CH:26]=[C:27]2[N:34]([CH3:35])[CH2:33][CH2:32][N:28]2[C:29](=[O:31])[N:30]=1, predict the reaction product. The product is: [CH3:35][N:34]1[C:27]2[N:28]([C:29](=[O:31])[N:30]=[C:25]([O:3][CH2:4][C:5]3[CH:6]=[CH:7][C:8]([O:13][C:14]4[CH:19]=[CH:18][N:17]=[C:16]([C:20]([F:23])([F:21])[F:22])[CH:15]=4)=[C:9]([CH:12]=3)[C:10]#[N:11])[CH:26]=2)[CH2:32][CH2:33]1. (2) Given the reactants [C:1]([O:5][C:6](=[O:38])[NH:7][C@@H:8]([CH2:28][CH2:29][NH:30]CC1C=CC=CC=1)[CH2:9][O:10][Si:11]([C:24]([CH3:27])([CH3:26])[CH3:25])([C:18]1[CH:23]=[CH:22][CH:21]=[CH:20][CH:19]=1)[C:12]1[CH:17]=[CH:16][CH:15]=[CH:14][CH:13]=1)([CH3:4])([CH3:3])[CH3:2].C([O-])=O.[NH4+], predict the reaction product. The product is: [C:1]([O:5][C:6](=[O:38])[NH:7][C@@H:8]([CH2:28][CH2:29][NH2:30])[CH2:9][O:10][Si:11]([C:24]([CH3:26])([CH3:25])[CH3:27])([C:18]1[CH:23]=[CH:22][CH:21]=[CH:20][CH:19]=1)[C:12]1[CH:13]=[CH:14][CH:15]=[CH:16][CH:17]=1)([CH3:4])([CH3:2])[CH3:3]. (3) Given the reactants [NH2:1][C:2]1[CH:3]=[C:4]([C:8]2[C:17]3[C:12](=[C:13]([C:18]([F:21])([F:20])[F:19])[CH:14]=[CH:15][CH:16]=3)[N:11]=[CH:10][C:9]=2[C:22]([C:24]2[CH:29]=[CH:28][CH:27]=[CH:26][CH:25]=2)=[O:23])[CH:5]=[CH:6][CH:7]=1.C[O:31][C:32](=[O:43])[CH:33]([C:35]1[CH:40]=[CH:39][C:38]([CH:41]=O)=[CH:37][CH:36]=1)[CH3:34], predict the reaction product. The product is: [C:22]([C:9]1[CH:10]=[N:11][C:12]2[C:17]([C:8]=1[C:4]1[CH:3]=[C:2]([NH:1][CH2:41][C:38]3[CH:37]=[CH:36][C:35]([CH:33]([CH3:34])[C:32]([OH:43])=[O:31])=[CH:40][CH:39]=3)[CH:7]=[CH:6][CH:5]=1)=[CH:16][CH:15]=[CH:14][C:13]=2[C:18]([F:21])([F:19])[F:20])(=[O:23])[C:24]1[CH:25]=[CH:26][CH:27]=[CH:28][CH:29]=1. (4) Given the reactants [N+:1]([C:4]1[N:5]=[CH:6][NH:7][CH:8]=1)([O-:3])=[O:2].[H-].[Na+].[O-]S(C(F)(F)F)(=O)=O.F[N+:20]1[CH:25]=[CH:24][CH:23]=[CH:22][CH:21]=1, predict the reaction product. The product is: [N+:1]([C:4]1[N:5]=[CH:6][N:7]([C:21]2[CH:22]=[CH:23][CH:24]=[CH:25][N:20]=2)[CH:8]=1)([O-:3])=[O:2].